Predict which catalyst facilitates the given reaction. From a dataset of Catalyst prediction with 721,799 reactions and 888 catalyst types from USPTO. (1) Reactant: FC(F)(F)C(O)=O.C([O:15][C:16]1[CH:25]=[C:24]2[C:19]([C:20]([O:26][C:27]3[CH:33]=[CH:32][C:30]([NH2:31])=[CH:29][CH:28]=3)=[CH:21][CH:22]=[N:23]2)=[CH:18][C:17]=1[O:34][CH3:35])C1C=CC=CC=1. Product: [NH2:31][C:30]1[CH:32]=[CH:33][C:27]([O:26][C:20]2[C:19]3[C:24](=[CH:25][C:16]([OH:15])=[C:17]([O:34][CH3:35])[CH:18]=3)[N:23]=[CH:22][CH:21]=2)=[CH:28][CH:29]=1. The catalyst class is: 501. (2) Reactant: [S:1]1[C:5]2[CH2:6][CH2:7][CH2:8][C:4]=2[N:3]=[C:2]1[C:9]1[CH:14]=[CH:13][CH:12]=[CH:11][C:10]=1[NH:15][C:16]([O:18][CH2:19][CH:20]1[CH2:25][CH2:24][N:23](C(OC(C)(C)C)=O)[CH2:22][CH2:21]1)=[O:17].Cl.CO. Product: [NH3:3].[S:1]1[C:5]2[CH2:6][CH2:7][CH2:8][C:4]=2[N:3]=[C:2]1[C:9]1[CH:14]=[CH:13][CH:12]=[CH:11][C:10]=1[NH:15][C:16](=[O:17])[O:18][CH2:19][CH:20]1[CH2:25][CH2:24][NH:23][CH2:22][CH2:21]1. The catalyst class is: 4.